From a dataset of Retrosynthesis with 50K atom-mapped reactions and 10 reaction types from USPTO. Predict the reactants needed to synthesize the given product. (1) Given the product CC(C)(C)OC(=O)[C@@H]1C[C@@H](CN)CN1C(=O)OC(C)(C)C, predict the reactants needed to synthesize it. The reactants are: CC(C)(C)OC(=O)[C@@H]1C[C@H](C#N)CN1C(=O)OC(C)(C)C. (2) Given the product CCCCc1nc(-c2ccc(F)cc2)c(C=O)n1Cc1ccc(-c2ccccc2C#N)cc1, predict the reactants needed to synthesize it. The reactants are: CCCCc1nc(-c2ccc(F)cc2)c(C=O)[nH]1.N#Cc1ccccc1-c1ccc(CBr)cc1. (3) Given the product CC(=O)Oc1ccccc1C, predict the reactants needed to synthesize it. The reactants are: CC(=O)Cl.Cc1ccccc1O. (4) The reactants are: Nc1ccccc1O.O=Cc1ccc(-c2ccccc2C(F)(F)F)o1. Given the product Oc1ccccc1N=Cc1ccc(-c2ccccc2C(F)(F)F)o1, predict the reactants needed to synthesize it. (5) Given the product COC(=O)CCS(=O)(=O)N1CCc2cc(Cl)ccc2C1, predict the reactants needed to synthesize it. The reactants are: COC(=O)CCS(=O)(=O)Cl.Clc1ccc2c(c1)CCNC2. (6) The reactants are: CS(=O)(=O)c1ccc(F)c(C(=O)O)c1.C[S-]. Given the product CSc1ccc(S(C)(=O)=O)cc1C(=O)O, predict the reactants needed to synthesize it.